This data is from Reaction yield outcomes from USPTO patents with 853,638 reactions. The task is: Predict the reaction yield, written as a fraction of the theoretical maximum amount of product (1.0 means a 100% yield; for example, 0.34 means a 34% yield). (1) The reactants are [CH3:1][C:2]1([CH3:10])[CH2:7][O:6][C:5](=[O:8])[CH2:4][C:3]1=[O:9].[H-].[Na+].[F:13][C:14]([F:25])([F:24])[C:15]1[CH:20]=[CH:19][CH:18]=[C:17]([N:21]=[C:22]=[O:23])[CH:16]=1. The catalyst is CN(C=O)C. The product is [F:13][C:14]([F:24])([F:25])[C:15]1[CH:16]=[C:17]([NH:21][C:22]([CH:4]2[C:3](=[O:9])[C:2]([CH3:10])([CH3:1])[CH2:7][O:6][C:5]2=[O:8])=[O:23])[CH:18]=[CH:19][CH:20]=1. The yield is 0.404. (2) The reactants are [C:1]([O:5][C:6]([NH:8][CH:9]([C:13]([F:16])([CH3:15])[CH3:14])[C:10](O)=[O:11])=[O:7])([CH3:4])([CH3:3])[CH3:2].Cl.CN.[CH:20]([N:23](CC)C(C)C)(C)C.O.ON1C2C=CC=CC=2N=N1.CN(C)CCCN=C=NCC. The yield is 1.00. The catalyst is ClCCl. The product is [F:16][C:13]([CH3:15])([CH3:14])[CH:9]([NH:8][C:6](=[O:7])[O:5][C:1]([CH3:4])([CH3:3])[CH3:2])[C:10]([NH:23][CH3:20])=[O:11].